This data is from Forward reaction prediction with 1.9M reactions from USPTO patents (1976-2016). The task is: Predict the product of the given reaction. (1) The product is: [CH3:19][N:18]([CH:17]=[C:12]([C:4]1[N:3]([CH2:1][CH3:2])[C:11]2[CH:10]=[CH:9][N:8]=[CH:7][C:6]=2[N:5]=1)[C:13]#[N:14])[CH3:20]. Given the reactants [CH2:1]([N:3]1[C:11]2[CH:10]=[CH:9][N:8]=[CH:7][C:6]=2[N:5]=[C:4]1[CH2:12][C:13]#[N:14])[CH3:2].CO[CH:17](OC)[N:18]([CH3:20])[CH3:19], predict the reaction product. (2) Given the reactants [CH3:1][C:2]1[C:8]([N+:9]([O-:11])=[O:10])=[CH:7][CH:6]=[CH:5][C:3]=1[NH2:4].C([O-])(O)=O.[Na+].[Br:17][CH2:18][C:19](Br)=[O:20], predict the reaction product. The product is: [Br:17][CH2:18][C:19]([NH:4][C:3]1[CH:5]=[CH:6][CH:7]=[C:8]([N+:9]([O-:11])=[O:10])[C:2]=1[CH3:1])=[O:20].